This data is from NCI-60 drug combinations with 297,098 pairs across 59 cell lines. The task is: Regression. Given two drug SMILES strings and cell line genomic features, predict the synergy score measuring deviation from expected non-interaction effect. Drug 2: C1CC(=O)NC(=O)C1N2C(=O)C3=CC=CC=C3C2=O. Drug 1: CC12CCC3C(C1CCC2O)C(CC4=C3C=CC(=C4)O)CCCCCCCCCS(=O)CCCC(C(F)(F)F)(F)F. Cell line: IGROV1. Synergy scores: CSS=-2.74, Synergy_ZIP=2.92, Synergy_Bliss=2.77, Synergy_Loewe=-1.42, Synergy_HSA=-0.940.